This data is from NCI-60 drug combinations with 297,098 pairs across 59 cell lines. The task is: Regression. Given two drug SMILES strings and cell line genomic features, predict the synergy score measuring deviation from expected non-interaction effect. Drug 1: C1CCC(C1)C(CC#N)N2C=C(C=N2)C3=C4C=CNC4=NC=N3. Drug 2: CCCCC(=O)OCC(=O)C1(CC(C2=C(C1)C(=C3C(=C2O)C(=O)C4=C(C3=O)C=CC=C4OC)O)OC5CC(C(C(O5)C)O)NC(=O)C(F)(F)F)O. Cell line: DU-145. Synergy scores: CSS=10.3, Synergy_ZIP=0.660, Synergy_Bliss=3.41, Synergy_Loewe=4.26, Synergy_HSA=4.26.